Task: Predict the reactants needed to synthesize the given product.. Dataset: Full USPTO retrosynthesis dataset with 1.9M reactions from patents (1976-2016) (1) The reactants are: [CH:1]1([C:4]2[CH:5]3[N:11]([S:12]([C:15]4[CH:20]=[CH:19][C:18]([C:21]([F:24])([F:23])[F:22])=[CH:17][CH:16]=4)(=[O:14])=[O:13])[CH:9]([CH:10]=2)[CH2:8][C:7](=[O:25])[CH2:6]3)[CH2:3][CH2:2]1.[CH3:26][N:27]([CH:29](OC)OC)[CH3:28]. Given the product [CH:1]1([C:4]2[CH:5]3[N:11]([S:12]([C:15]4[CH:16]=[CH:17][C:18]([C:21]([F:24])([F:22])[F:23])=[CH:19][CH:20]=4)(=[O:14])=[O:13])[CH:9]([CH2:8][C:7](=[O:25])[C:6]3=[CH:26][N:27]([CH3:29])[CH3:28])[CH:10]=2)[CH2:2][CH2:3]1, predict the reactants needed to synthesize it. (2) Given the product [Cl:23][C:20]1[CH:21]=[CH:22][C:17]([NH:16][C:14](=[O:15])[C:13]2[CH:30]=[CH:31][C:10]([N:4]3[CH:5]=[N:6][C:2]([CH3:1])=[N:3]3)=[N:11][C:12]=2[CH3:32])=[CH:18][C:19]=1[C:24]1[CH:29]=[CH:28][CH:27]=[CH:26][N:25]=1, predict the reactants needed to synthesize it. The reactants are: [CH3:1][C:2]1[N:6]=[CH:5][NH:4][N:3]=1.[H-].[Na+].Cl[C:10]1[CH:31]=[CH:30][C:13]([C:14]([NH:16][C:17]2[CH:22]=[CH:21][C:20]([Cl:23])=[C:19]([C:24]3[CH:29]=[CH:28][CH:27]=[CH:26][N:25]=3)[CH:18]=2)=[O:15])=[C:12]([CH3:32])[N:11]=1. (3) Given the product [F:46][C:2]1([F:1])[CH2:3][CH2:4][CH:5]([C:8]2[C:17]3[CH:16]([OH:18])[CH2:15][C:14]([CH3:19])([CH3:20])[CH2:13][C:12]=3[N:11]=[C:10]([CH:21]3[CH2:22][CH2:23][N:24]([C:27]4[N:32]=[CH:31][C:30]([O:33][CH2:63][C@@H:64]5[CH2:68][O:67][C:66]([CH3:70])([CH3:69])[O:65]5)=[CH:29][N:28]=4)[CH2:25][CH2:26]3)[C:9]=2[CH:34]([F:45])[C:35]2[CH:36]=[CH:37][C:38]([C:41]([F:43])([F:42])[F:44])=[CH:39][CH:40]=2)[CH2:6][CH2:7]1, predict the reactants needed to synthesize it. The reactants are: [F:1][C:2]1([F:46])[CH2:7][CH2:6][CH:5]([C:8]2[C:17]3[CH:16]([OH:18])[CH2:15][C:14]([CH3:20])([CH3:19])[CH2:13][C:12]=3[N:11]=[C:10]([CH:21]3[CH2:26][CH2:25][N:24]([C:27]4[N:32]=[CH:31][C:30]([OH:33])=[CH:29][N:28]=4)[CH2:23][CH2:22]3)[C:9]=2[CH:34]([F:45])[C:35]2[CH:40]=[CH:39][C:38]([C:41]([F:44])([F:43])[F:42])=[CH:37][CH:36]=2)[CH2:4][CH2:3]1.C(=O)([O-])[O-].[Cs+].[Cs+].C1(C)C=CC(S(O[CH2:63][C@@H:64]2[CH2:68][O:67][C:66]([CH3:70])([CH3:69])[O:65]2)(=O)=O)=CC=1.O. (4) Given the product [CH3:23][O:22][C:20]([CH:13]1[C:14](=[O:19])[NH:15][C:16]2[N:17]=[CH:18][C:9](/[CH:8]=[CH:7]/[C:6]([OH:24])=[O:5])=[CH:10][C:11]=2[CH2:12]1)=[O:21], predict the reactants needed to synthesize it. The reactants are: C([O:5][C:6](=[O:24])/[CH:7]=[CH:8]/[C:9]1[CH:10]=[C:11]2[C:16](=[N:17][CH:18]=1)[NH:15][C:14](=[O:19])[CH:13]([C:20]([O:22][CH3:23])=[O:21])[CH2:12]2)(C)(C)C.C(O)(C(F)(F)F)=O. (5) Given the product [F:27][C:28]([F:40])([F:39])[C:9]1[CH:8]=[CH:7][CH:6]=[C:5]2[C:10]=1[CH2:1][N:2]([CH2:11][CH2:12][CH2:13][CH2:14][O:15][C:16]1[N:25]=[C:24]3[C:19]([CH:20]=[CH:21][C:22](=[O:26])[NH:23]3)=[CH:18][CH:17]=1)[CH2:3][CH2:4]2, predict the reactants needed to synthesize it. The reactants are: [CH2:1]1[C:10]2[C:5](=[CH:6][CH:7]=[CH:8][CH:9]=2)[CH2:4][CH2:3][N:2]1[CH2:11][CH2:12][CH2:13][CH2:14][O:15][C:16]1[N:25]=[C:24]2[C:19]([CH:20]=[CH:21][C:22](=[O:26])[NH:23]2)=[CH:18][CH:17]=1.[F:27][C:28]([F:40])([F:39])C1C=CC=C2C=1CNCC2. (6) The reactants are: [CH:1]1([NH:5][C:6]([C@@H:8]2[CH2:12][CH2:11][CH2:10][N:9]2[C:13](=[O:30])[CH2:14][O:15][C:16]2[N:20]([C:21]3[CH:26]=[CH:25][CH:24]=[CH:23][CH:22]=3)[N:19]=[C:18]([C:27](O)=[O:28])[CH:17]=2)=[O:7])[CH2:4][CH2:3][CH2:2]1.C1C=CC2N(O)N=NC=2C=1.CCN(C(C)C)C(C)C.[NH2:50][C@@H:51]([C:53]([O:55][C:56]([CH3:59])([CH3:58])[CH3:57])=[O:54])[CH3:52].Cl. Given the product [C:56]([O:55][C:53](=[O:54])[C@H:51]([NH:50][C:27]([C:18]1[CH:17]=[C:16]([O:15][CH2:14][C:13]([N:9]2[CH2:10][CH2:11][CH2:12][C@H:8]2[C:6](=[O:7])[NH:5][CH:1]2[CH2:4][CH2:3][CH2:2]2)=[O:30])[N:20]([C:21]2[CH:22]=[CH:23][CH:24]=[CH:25][CH:26]=2)[N:19]=1)=[O:28])[CH3:52])([CH3:59])([CH3:58])[CH3:57], predict the reactants needed to synthesize it. (7) Given the product [P:18]([O:19][CH2:20][CH3:21])([O:17][CH2:15][CH3:16])([O:14][C:8]1[CH:9]=[CH:10][C:11]([CH3:13])=[CH:12][C:7]=1[C:3]([CH3:6])([CH3:5])[CH3:4])=[O:22], predict the reactants needed to synthesize it. The reactants are: [H-].[Na+].[C:3]([C:7]1[CH:12]=[C:11]([CH3:13])[CH:10]=[CH:9][C:8]=1[OH:14])([CH3:6])([CH3:5])[CH3:4].[CH2:15]([O:17][P:18](Cl)(=[O:22])[O:19][CH2:20][CH3:21])[CH3:16]. (8) Given the product [NH:24]1[CH:25]=[C:21]([CH:16]2[CH2:15][CH2:14][CH2:13][C:12]3[C:11]([NH:10][C:8]([N:36]4[CH2:37][CH:38]([CH3:40])[CH2:39][CH:34]([CH3:33])[CH2:35]4)=[O:9])=[CH:20][CH:19]=[CH:18][C:17]2=3)[N:22]=[CH:23]1, predict the reactants needed to synthesize it. The reactants are: O([C:8]([NH:10][C:11]1[CH:20]=[CH:19][CH:18]=[C:17]2[C:12]=1[CH2:13][CH2:14][CH2:15][CH:16]2[C:21]1[N:22]=[CH:23][N:24](C(OC(C)(C)C)=O)[CH:25]=1)=[O:9])C1C=CC=CC=1.[CH3:33][CH:34]1[CH2:39][CH:38]([CH3:40])[CH2:37][NH:36][CH2:35]1.